This data is from Full USPTO retrosynthesis dataset with 1.9M reactions from patents (1976-2016). The task is: Predict the reactants needed to synthesize the given product. (1) Given the product [CH:37]1[C:36]([N+:33]([O-:35])=[O:34])=[CH:41][CH:40]=[C:39]([OH:42])[CH:38]=1, predict the reactants needed to synthesize it. The reactants are: [N+](C1C=CC(/C(=C\C2C=CC(O)=C(OC)C=2)/C([O-])=O)=CC=1)([O-])=O.C(O)C(N)(CO)CO.Cl.[N+:33]([C:36]1[CH:41]=[CH:40][C:39]([O-:42])=[CH:38][CH:37]=1)([O-:35])=[O:34]. (2) Given the product [Br:1][C:2]1[CH:3]=[C:4]2[NH:9][CH2:10][C:11]([CH3:13])([CH3:12])[C:5]2=[N:6][CH:7]=1, predict the reactants needed to synthesize it. The reactants are: [Br:1][C:2]1[CH:3]=[C:4]([NH:9][CH2:10][C:11]([CH3:13])=[CH2:12])[C:5](I)=[N:6][CH:7]=1.C([O-])=O.[Na+].C(N(CC)CC)C.CS(C)=O. (3) Given the product [NH:39]1[C:40]2[C:36](=[C:35]([C:2]3[N:3]=[C:4]([N:21]4[CH2:26][CH2:25][O:24][CH2:23][CH2:22]4)[C:5]4[S:10][C:9]([CH:11]([C:13]5[CH:18]=[CH:17][C:16]([S:19][CH3:20])=[CH:15][CH:14]=5)[OH:12])=[CH:8][C:6]=4[N:7]=3)[CH:43]=[CH:42][CH:41]=2)[CH:37]=[N:38]1, predict the reactants needed to synthesize it. The reactants are: Cl[C:2]1[N:3]=[C:4]([N:21]2[CH2:26][CH2:25][O:24][CH2:23][CH2:22]2)[C:5]2[S:10][C:9]([CH:11]([C:13]3[CH:18]=[CH:17][C:16]([S:19][CH3:20])=[CH:15][CH:14]=3)[OH:12])=[CH:8][C:6]=2[N:7]=1.CC1(C)C(C)(C)OB([C:35]2[CH:43]=[CH:42][CH:41]=[C:40]3[C:36]=2[CH:37]=[N:38][NH:39]3)O1. (4) Given the product [F:41][C:38]1([F:40])[O:37][C:36]2[CH:42]=[CH:43][C:33]([C:30]3([C:28]([NH:27][C:25]4[CH:24]=[CH:23][C:22]([CH3:44])=[C:21]([C:9]5[CH:17]=[C:16]6[C:12](=[CH:11][CH:10]=5)[CH2:13][O:14][C:15]6=[O:18])[N:26]=4)=[O:29])[CH2:32][CH2:31]3)=[CH:34][C:35]=2[O:39]1, predict the reactants needed to synthesize it. The reactants are: CC1(C)C(C)(C)OB([C:9]2[CH:17]=[C:16]3[C:12]([CH2:13][O:14][C:15]3=[O:18])=[CH:11][CH:10]=2)O1.Cl[C:21]1[N:26]=[C:25]([NH:27][C:28]([C:30]2([C:33]3[CH:43]=[CH:42][C:36]4[O:37][C:38]([F:41])([F:40])[O:39][C:35]=4[CH:34]=3)[CH2:32][CH2:31]2)=[O:29])[CH:24]=[CH:23][C:22]=1[CH3:44].C([O-])([O-])=O.[Na+].[Na+]. (5) Given the product [N:1]1([CH2:6][C:7]2[CH:16]=[CH:15][C:10]([CH2:11][OH:12])=[CH:9][C:8]=2[F:17])[CH:5]=[CH:4][CH:3]=[N:2]1, predict the reactants needed to synthesize it. The reactants are: [N:1]1([CH2:6][C:7]2[CH:16]=[CH:15][C:10]([C:11](OC)=[O:12])=[CH:9][C:8]=2[F:17])[CH:5]=[CH:4][CH:3]=[N:2]1.[H-].[Al+3].[Li+].[H-].[H-].[H-]. (6) Given the product [S:55]1[CH:56]=[CH:57][CH:58]=[C:54]1[C:31]1[CH:30]=[CH:29][C:28]2[C:9]3[C:10]([CH2:16][CH2:17][CH2:18][CH2:19][CH2:20][CH2:21][CH2:22][CH2:23][CH2:24][CH2:25][CH2:26][CH3:27])=[C:11]4[C:12](=[O:15])[C:13]5[C:5](=[CH:4][CH:3]=[C:2]([C:54]6[S:55][CH:56]=[CH:57][CH:58]=6)[CH:14]=5)[C:6]4=[C:7]([CH2:37][CH2:38][CH2:39][CH2:40][CH2:41][CH2:42][CH2:43][CH2:44][CH2:45][CH2:46][CH2:47][CH3:48])[C:8]=3[C:34](=[O:35])[C:33]=2[CH:32]=1, predict the reactants needed to synthesize it. The reactants are: Br[C:2]1[CH:3]=[CH:4][C:5]2[C:6]3[C:7]([CH2:37][CH2:38][CH2:39][CH2:40][CH2:41][CH2:42][CH2:43][CH2:44][CH2:45][CH2:46][CH2:47][CH3:48])=[C:8]4[C:34](=[O:35])[C:33]5[C:28](=[CH:29][CH:30]=[C:31](Br)[CH:32]=5)[C:9]4=[C:10]([CH2:16][CH2:17][CH2:18][CH2:19][CH2:20][CH2:21][CH2:22][CH2:23][CH2:24][CH2:25][CH2:26][CH3:27])[C:11]=3[C:12](=[O:15])[C:13]=2[CH:14]=1.C([Sn](CCCC)(CCCC)[C:54]1[S:55][CH:56]=[CH:57][CH:58]=1)CCC. (7) Given the product [Cl:24][C:21]1[CH:20]=[CH:19][CH:18]=[C:17]2[C:22]=1[CH2:23][N:14]([CH:11]1[CH2:12][CH2:13][NH:8][CH2:9][CH2:10]1)[C:15](=[O:25])[NH:16]2, predict the reactants needed to synthesize it. The reactants are: C([N:8]1[CH2:13][CH2:12][CH:11]([N:14]2[CH2:23][C:22]3[C:17](=[CH:18][CH:19]=[CH:20][C:21]=3[Cl:24])[NH:16][C:15]2=[O:25])[CH2:10][CH2:9]1)C1C=CC=CC=1.[H][H]. (8) Given the product [CH3:11][C:9]1[N:10]=[C:5]2[CH:4]=[CH:3][C:2]([C:38]3[CH:37]=[N:36][N:35]([CH3:34])[CH:39]=3)=[CH:7][N:6]2[C:8]=1[C:12]1[S:13][C:14]([C:23]2[N:27]=[CH:26][N:25]([CH:28]3[CH2:33][CH2:32][CH2:31][CH2:30][O:29]3)[N:24]=2)=[C:15]([C:17]2[CH:22]=[CH:21][CH:20]=[CH:19][CH:18]=2)[N:16]=1, predict the reactants needed to synthesize it. The reactants are: Br[C:2]1[CH:3]=[CH:4][C:5]2[N:6]([C:8]([C:12]3[S:13][C:14]([C:23]4[N:27]=[CH:26][N:25]([CH:28]5[CH2:33][CH2:32][CH2:31][CH2:30][O:29]5)[N:24]=4)=[C:15]([C:17]4[CH:22]=[CH:21][CH:20]=[CH:19][CH:18]=4)[N:16]=3)=[C:9]([CH3:11])[N:10]=2)[CH:7]=1.[CH3:34][N:35]1[CH:39]=[C:38](B2OC(C)(C)C(C)(C)O2)[CH:37]=[N:36]1.C(=O)([O-])[O-].[Cs+].[Cs+].CCOC(C)=O.